Task: Binary Classification. Given a T-cell receptor sequence (or CDR3 region) and an epitope sequence, predict whether binding occurs between them.. Dataset: TCR-epitope binding with 47,182 pairs between 192 epitopes and 23,139 TCRs (1) The epitope is LLQTGIHVRVSQPSL. The TCR CDR3 sequence is CASSFTGREAYGYTF. Result: 1 (the TCR binds to the epitope). (2) The epitope is NLWNTFTRL. The TCR CDR3 sequence is CASTPDRGAEQFF. Result: 0 (the TCR does not bind to the epitope). (3) The epitope is CTELKLSDY. The TCR CDR3 sequence is CSARDAPSRGGTNEKLFF. Result: 0 (the TCR does not bind to the epitope). (4) The epitope is MPASWVMRI. The TCR CDR3 sequence is CASSQDARQETQYF. Result: 1 (the TCR binds to the epitope). (5) The epitope is AYAQKIFKI. The TCR CDR3 sequence is CSVEGQGTGDEQFF. Result: 0 (the TCR does not bind to the epitope). (6) The epitope is VLWAHGFEL. The TCR CDR3 sequence is CSAREGDTQYF. Result: 1 (the TCR binds to the epitope). (7) The epitope is HTTDPSFLGRY. The TCR CDR3 sequence is CASSQDPGLDEQYF. Result: 0 (the TCR does not bind to the epitope). (8) The epitope is KRWIILGLNK. The TCR CDR3 sequence is CASSFDRNEQFF. Result: 1 (the TCR binds to the epitope). (9) Result: 1 (the TCR binds to the epitope). The TCR CDR3 sequence is CSAPWGPNEKLFF. The epitope is AVFDRKSDAK.